Task: Predict the product of the given reaction.. Dataset: Forward reaction prediction with 1.9M reactions from USPTO patents (1976-2016) (1) Given the reactants [OH:1][C:2]1[CH:3]=[C:4]([CH:7]=[CH:8][CH:9]=1)[CH:5]=[O:6].I[CH:11]([CH3:13])[CH3:12].C(=O)([O-])[O-].[K+].[K+].O, predict the reaction product. The product is: [CH:11]([O:1][C:2]1[CH:3]=[C:4]([CH:7]=[CH:8][CH:9]=1)[CH:5]=[O:6])([CH3:13])[CH3:12]. (2) Given the reactants [C:1]1([C:7](=[O:11])[C:8]([OH:10])=O)[CH:6]=[CH:5][CH:4]=[CH:3][CH:2]=1.S(Cl)(Cl)=O.[NH2:16][C:17]1[CH:18]=[C:19]2[C:24](=[CH:25][CH:26]=1)[C:22](=[O:23])[O:21][CH2:20]2, predict the reaction product. The product is: [C:1]1([C:7](=[O:11])[C:8]([NH:16][C:17]2[CH:18]=[C:19]3[C:24](=[CH:25][CH:26]=2)[C:22](=[O:23])[O:21][CH2:20]3)=[O:10])[CH:2]=[CH:3][CH:4]=[CH:5][CH:6]=1. (3) Given the reactants O=C1C2C(=CC=CC=2)C(=O)[N:3]1[CH2:12][C@@H:13]([NH:25][C:26]([C:28]1[S:29][CH:30]=[C:31]([C:33]2[N:37]([CH3:38])[N:36]=[CH:35][C:34]=2[F:39])[CH:32]=1)=[O:27])[CH2:14][C:15]1[CH:20]=[CH:19][CH:18]=[CH:17][C:16]=1[C:21]([F:24])([F:23])[F:22].NN, predict the reaction product. The product is: [NH2:3][CH2:12][C@@H:13]([NH:25][C:26]([C:28]1[S:29][CH:30]=[C:31]([C:33]2[N:37]([CH3:38])[N:36]=[CH:35][C:34]=2[F:39])[CH:32]=1)=[O:27])[CH2:14][C:15]1[CH:20]=[CH:19][CH:18]=[CH:17][C:16]=1[C:21]([F:24])([F:23])[F:22].